From a dataset of Merck oncology drug combination screen with 23,052 pairs across 39 cell lines. Regression. Given two drug SMILES strings and cell line genomic features, predict the synergy score measuring deviation from expected non-interaction effect. (1) Drug 1: Cn1nnc2c(C(N)=O)ncn2c1=O. Drug 2: CCC1(O)C(=O)OCc2c1cc1n(c2=O)Cc2cc3c(CN(C)C)c(O)ccc3nc2-1. Cell line: OCUBM. Synergy scores: synergy=-6.29. (2) Drug 1: O=c1[nH]cc(F)c(=O)[nH]1. Drug 2: CNC(=O)c1cc(Oc2ccc(NC(=O)Nc3ccc(Cl)c(C(F)(F)F)c3)cc2)ccn1. Cell line: NCIH1650. Synergy scores: synergy=-2.50. (3) Drug 1: CCC1(O)C(=O)OCc2c1cc1n(c2=O)Cc2cc3c(CN(C)C)c(O)ccc3nc2-1. Drug 2: CCc1cnn2c(NCc3ccc[n+]([O-])c3)cc(N3CCCCC3CCO)nc12. Cell line: HCT116. Synergy scores: synergy=3.27. (4) Synergy scores: synergy=39.2. Drug 2: O=C(NOCC(O)CO)c1ccc(F)c(F)c1Nc1ccc(I)cc1F. Cell line: HT144. Drug 1: CC(=O)OC1C(=O)C2(C)C(O)CC3OCC3(OC(C)=O)C2C(OC(=O)c2ccccc2)C2(O)CC(OC(=O)C(O)C(NC(=O)c3ccccc3)c3ccccc3)C(C)=C1C2(C)C.